This data is from Catalyst prediction with 721,799 reactions and 888 catalyst types from USPTO. The task is: Predict which catalyst facilitates the given reaction. (1) Reactant: [CH3:1][O:2][C:3]1[C:12]([C:13]([O:15]C)=[O:14])=[CH:11][C:10]2[C:5](=[N:6][CH:7]=[CH:8][CH:9]=2)[N:4]=1.[OH-].[Na+]. Product: [CH3:1][O:2][C:3]1[C:12]([C:13]([OH:15])=[O:14])=[CH:11][C:10]2[C:5](=[N:6][CH:7]=[CH:8][CH:9]=2)[N:4]=1. The catalyst class is: 5. (2) The catalyst class is: 17. Reactant: [Br:1][C:2]1[CH:8]=[CH:7][CH:6]=[CH:5][C:3]=1[NH2:4].[CH:9]1[C:21]2[CH:20]([CH2:22][O:23][C:24]([N:26]3[CH2:31][CH2:30][N:29]([C:32]([O:34][C:35]([CH3:38])([CH3:37])[CH3:36])=[O:33])[CH2:28][CH:27]3[CH2:39][C:40](O)=[O:41])=[O:25])[C:19]3[C:14](=[CH:15][CH:16]=[CH:17][CH:18]=3)[C:13]=2[CH:12]=[CH:11][CH:10]=1.CN(C)C=O.Cl.CN(C)CCCN=C=NCC. Product: [Br:1][C:2]1[CH:8]=[CH:7][CH:6]=[CH:5][C:3]=1[NH:4][C:40](=[O:41])[CH2:39][CH:27]1[CH2:28][N:29]([C:32]([O:34][C:35]([CH3:38])([CH3:37])[CH3:36])=[O:33])[CH2:30][CH2:31][N:26]1[C:24]([O:23][CH2:22][CH:20]1[C:21]2[CH:9]=[CH:10][CH:11]=[CH:12][C:13]=2[C:14]2[C:19]1=[CH:18][CH:17]=[CH:16][CH:15]=2)=[O:25]. (3) Reactant: [CH3:1][NH:2][CH2:3][CH2:4][C:5]#[C:6][C:7]1[CH:12]=[CH:11][CH:10]=[CH:9][N:8]=1.CCN(C(C)C)C(C)C.[CH3:22][O:23][C:24]1[CH:25]=[C:26]([CH:30]=[CH:31][CH:32]=1)[C:27](Cl)=[O:28]. Product: [CH3:22][O:23][C:24]1[CH:25]=[C:26]([CH:30]=[CH:31][CH:32]=1)[C:27]([N:2]([CH3:1])[CH2:3][CH2:4][C:5]#[C:6][C:7]1[CH:12]=[CH:11][CH:10]=[CH:9][N:8]=1)=[O:28]. The catalyst class is: 2. (4) The catalyst class is: 9. Product: [NH3:17].[O:1]1[C:5]2[CH:6]=[CH:7][C:8]([CH2:10][CH2:11][C:12]([N:42]3[CH2:43][CH:44]4[CH:40]([C:39]4([C:45]4[CH:46]=[C:47]([NH:51][S:52]([CH3:55])(=[O:54])=[O:53])[CH:48]=[CH:49][CH:50]=4)[CH3:38])[CH2:41]3)=[O:14])=[CH:9][C:4]=2[O:3][CH2:2]1. Reactant: [O:1]1[C:5]2[CH:6]=[CH:7][C:8]([CH2:10][CH2:11][C:12]([OH:14])=O)=[CH:9][C:4]=2[O:3][CH2:2]1.O.O[N:17]1C2C=CC=CC=2N=N1.Cl.CN(C)CCCN=C=NCC.[CH3:38][C:39]1([C:45]2[CH:46]=[C:47]([NH:51][S:52]([CH3:55])(=[O:54])=[O:53])[CH:48]=[CH:49][CH:50]=2)[CH:44]2[CH:40]1[CH2:41][NH:42][CH2:43]2.C(N(CC)CC)C. (5) The catalyst class is: 7. Product: [N:27]([CH2:26][C:25]1[CH:24]=[CH:23][N:22]=[C:21]2[NH:17][CH:18]=[CH:19][C:20]=12)=[C:1]=[S:16]. Reactant: [C:1](=[S:16])(OC1C=CC=CN=1)OC1C=CC=CN=1.[NH:17]1[C:21]2=[N:22][CH:23]=[CH:24][C:25]([CH2:26][NH2:27])=[C:20]2[CH:19]=[CH:18]1.